From a dataset of NCI-60 drug combinations with 297,098 pairs across 59 cell lines. Regression. Given two drug SMILES strings and cell line genomic features, predict the synergy score measuring deviation from expected non-interaction effect. (1) Drug 1: C1CN1P(=S)(N2CC2)N3CC3. Drug 2: CN1C(=O)N2C=NC(=C2N=N1)C(=O)N. Cell line: 786-0. Synergy scores: CSS=7.15, Synergy_ZIP=-3.91, Synergy_Bliss=-0.380, Synergy_Loewe=-1.15, Synergy_HSA=-0.569. (2) Synergy scores: CSS=25.0, Synergy_ZIP=-1.84, Synergy_Bliss=1.99, Synergy_Loewe=-7.74, Synergy_HSA=1.12. Cell line: 786-0. Drug 1: CC1C(C(CC(O1)OC2CC(CC3=C2C(=C4C(=C3O)C(=O)C5=C(C4=O)C(=CC=C5)OC)O)(C(=O)C)O)N)O.Cl. Drug 2: CS(=O)(=O)CCNCC1=CC=C(O1)C2=CC3=C(C=C2)N=CN=C3NC4=CC(=C(C=C4)OCC5=CC(=CC=C5)F)Cl.